Dataset: Catalyst prediction with 721,799 reactions and 888 catalyst types from USPTO. Task: Predict which catalyst facilitates the given reaction. (1) Reactant: [NH2:1][C:2]1[CH:3]=[CH:4][C:5]2[O:9][C:8]([CH2:10][CH2:11][CH2:12][CH3:13])=[C:7]([C:14](=[O:34])[C:15]3[CH:20]=[CH:19][C:18]([O:21][CH2:22][CH2:23][CH2:24][N:25]([CH2:30][CH2:31][CH2:32][CH3:33])[CH2:26][CH2:27][CH2:28][CH3:29])=[CH:17][CH:16]=3)[C:6]=2[CH:35]=1.[CH3:36][S:37]([Cl:40])(=[O:39])=[O:38]. Product: [CH3:13][CH2:12][CH2:11][CH2:10][C:8]1[O:9][C:5]2[CH:4]=[CH:3][C:2]([NH:1][S:37]([CH3:36])(=[O:39])=[O:38])=[CH:35][C:6]=2[C:7]=1[C:14]([C:15]1[CH:20]=[CH:19][C:18]([O:21][CH2:22][CH2:23][CH2:24][N:25]([CH2:26][CH2:27][CH2:28][CH3:29])[CH2:30][CH2:31][CH2:32][CH3:33])=[CH:17][CH:16]=1)=[O:34].[ClH:40]. The catalyst class is: 7. (2) Reactant: FC(F)(F)C(O)=O.[C:8]1([C:14]2[N:19]=[C:18]([CH:20]3[CH2:25][CH2:24][NH:23][CH2:22][CH2:21]3)[CH:17]=[CH:16][C:15]=2[NH:26][C:27]([C:29]2[NH:30][C:31]([C:34]#[N:35])=[CH:32][N:33]=2)=[O:28])[CH2:13][CH2:12][CH2:11][CH2:10][CH:9]=1.CCN(C(C)C)C(C)C.[CH3:45][S:46]([CH2:49][CH2:50]OS(C)(=O)=O)(=[O:48])=[O:47]. Product: [C:8]1([C:14]2[N:19]=[C:18]([CH:20]3[CH2:21][CH2:22][N:23]([CH2:50][CH2:49][S:46]([CH3:45])(=[O:48])=[O:47])[CH2:24][CH2:25]3)[CH:17]=[CH:16][C:15]=2[NH:26][C:27]([C:29]2[NH:30][C:31]([C:34]#[N:35])=[CH:32][N:33]=2)=[O:28])[CH2:13][CH2:12][CH2:11][CH2:10][CH:9]=1. The catalyst class is: 2. (3) Reactant: [F:1][C:2]1[S:6][C:5]([C:7]([OH:9])=O)=[CH:4][CH:3]=1.Cl.[CH3:11][NH:12][O:13][CH3:14].O.ON1C2C=CC=CC=2N=N1.Cl.CN(C)CCCN=C=NCC.C(N(C(C)C)CC)(C)C. Product: [F:1][C:2]1[S:6][C:5]([C:7]([N:12]([O:13][CH3:14])[CH3:11])=[O:9])=[CH:4][CH:3]=1. The catalyst class is: 30. (4) Reactant: C[O:2][C:3](=[O:34])[CH2:4][C:5]1[CH:10]=[CH:9][C:8]([C:11]#[C:12][C:13]2[CH:14]=[C:15]3[C:20](=[C:21]([CH2:23][C:24]#[C:25][Si](C)(C)C)[CH:22]=2)[O:19][C:18]([CH3:31])([CH3:30])[CH2:17][C:16]3([CH3:33])[CH3:32])=[CH:7][CH:6]=1.CO.O1CCCC1.O.[OH-].[Li+]. Product: [CH3:30][C:18]1([CH3:31])[CH2:17][C:16]([CH3:32])([CH3:33])[C:15]2[C:20](=[C:21]([CH2:23][C:24]#[CH:25])[CH:22]=[C:13]([C:12]#[C:11][C:8]3[CH:7]=[CH:6][C:5]([CH2:4][C:3]([OH:34])=[O:2])=[CH:10][CH:9]=3)[CH:14]=2)[O:19]1. The catalyst class is: 6.